Dataset: Catalyst prediction with 721,799 reactions and 888 catalyst types from USPTO. Task: Predict which catalyst facilitates the given reaction. (1) Reactant: ClC(OC(Cl)C)=O.[CH2:8]([N:15](C)[CH2:16][CH2:17][C@@H:18]([O:22][C:23]1[CH:28]=[CH:27][CH:26]=[CH:25][C:24]=1[C:29]([F:32])([F:31])[F:30])[CH2:19][CH2:20][CH3:21])C1C=CC=CC=1.N. Product: [CH3:8][NH:15][CH2:16][CH2:17][C@@H:18]([O:22][C:23]1[CH:28]=[CH:27][CH:26]=[CH:25][C:24]=1[C:29]([F:30])([F:31])[F:32])[CH2:19][CH2:20][CH3:21]. The catalyst class is: 525. (2) Reactant: [C:1]1([C@H:7](O)[CH3:8])[CH:6]=[CH:5][CH:4]=[CH:3][CH:2]=1.O=S(Cl)[Cl:12]. Product: [Cl:12][C@H:7]([C:1]1[CH:6]=[CH:5][CH:4]=[CH:3][CH:2]=1)[CH3:8]. The catalyst class is: 2. (3) Reactant: FC(F)(F)S(O[C:7]1[CH:12]=[CH:11][C:10]([Cl:13])=[CH:9][C:8]=1[C:14]1[N:18]([CH2:19][O:20][CH2:21][CH2:22][Si:23]([CH3:26])([CH3:25])[CH3:24])[N:17]=[CH:16][C:15]=1[N+:27]([O-:29])=[O:28])(=O)=O.[CH:32]1(B(O)O)[CH2:34][CH2:33]1.P([O-])([O-])([O-])=O.[K+].[K+].[K+].[Br-].[Na+].O. Product: [Cl:13][C:10]1[CH:11]=[CH:12][C:7]([CH:32]2[CH2:34][CH2:33]2)=[C:8]([C:14]2[N:18]([CH2:19][O:20][CH2:21][CH2:22][Si:23]([CH3:26])([CH3:25])[CH3:24])[N:17]=[CH:16][C:15]=2[N+:27]([O-:29])=[O:28])[CH:9]=1. The catalyst class is: 206. (4) Reactant: [CH3:1][C:2]([C:4]1[CH:9]=[CH:8][CH:7]=[C:6]([F:10])[C:5]=1F)=O.O.[NH2:13][NH2:14]. Product: [F:10][C:6]1[CH:7]=[CH:8][CH:9]=[C:4]2[C:5]=1[NH:14][N:13]=[C:2]2[CH3:1]. The catalyst class is: 216.